This data is from Reaction yield outcomes from USPTO patents with 853,638 reactions. The task is: Predict the reaction yield, written as a fraction of the theoretical maximum amount of product (1.0 means a 100% yield; for example, 0.34 means a 34% yield). The reactants are [CH3:1][O:2][C:3]1[CH:8]=[CH:7][C:6]([C:9]2[CH:13]=[C:12]([NH2:14])[O:11][N:10]=2)=[CH:5][CH:4]=1.[F:15][C:16]([F:27])([F:26])[C:17]1[CH:25]=[CH:24][CH:23]=[CH:22][C:18]=1[C:19](Cl)=[O:20].N1C=CC=CC=1. The catalyst is C(#N)C. The product is [CH3:1][O:2][C:3]1[CH:4]=[CH:5][C:6]([C:9]2[CH:13]=[C:12]([NH:14][C:19](=[O:20])[C:18]3[CH:22]=[CH:23][CH:24]=[CH:25][C:17]=3[C:16]([F:15])([F:26])[F:27])[O:11][N:10]=2)=[CH:7][CH:8]=1. The yield is 0.608.